This data is from Retrosynthesis with 50K atom-mapped reactions and 10 reaction types from USPTO. The task is: Predict the reactants needed to synthesize the given product. (1) The reactants are: Clc1ncc(Br)cn1.OCc1ccc(C(F)(F)F)cc1CNCc1cc(C(F)(F)F)cc(C(F)(F)F)c1. Given the product OCc1ccc(C(F)(F)F)cc1CN(Cc1cc(C(F)(F)F)cc(C(F)(F)F)c1)c1ncc(Br)cn1, predict the reactants needed to synthesize it. (2) The reactants are: C[C@@H]1CN(C(=O)c2ccccc2)CCN1c1nnc(Cl)c2cccnc12.OB(O)c1ccc(Cl)cc1F. Given the product C[C@@H]1CN(C(=O)c2ccccc2)CCN1c1nnc(-c2ccc(Cl)cc2F)c2cccnc12, predict the reactants needed to synthesize it. (3) Given the product N#Cc1cc(Nc2nc(NC3CC3)c3ncc(C#N)n3n2)c(Cl)cc1CCCO, predict the reactants needed to synthesize it. The reactants are: COc1ccc(CN(c2nc(Nc3cc(C#N)c(CCCO)cc3Cl)nn3c(C#N)cnc23)C2CC2)cc1. (4) Given the product O=C(c1ccccc1-c1cccc(Cl)c1)N1CC2CN(c3cnc4ccccc4n3)CC2C1, predict the reactants needed to synthesize it. The reactants are: O=C(O)c1ccccc1-c1cccc(Cl)c1.c1ccc2nc(N3CC4CNCC4C3)cnc2c1. (5) Given the product CC(C)(C)OC(=O)NCCNc1nc(SCc2cccc(F)c2F)nc2nc(N)sc12, predict the reactants needed to synthesize it. The reactants are: CC(C)(C)OC(=O)NCCN.Nc1nc2nc(SCc3cccc(F)c3F)nc(Cl)c2s1. (6) Given the product C[C@H](NC(=O)c1ccc(Br)c(F)c1)C(F)(F)F, predict the reactants needed to synthesize it. The reactants are: C[C@H](N)C(F)(F)F.O=C(O)c1ccc(Br)c(F)c1. (7) Given the product C[C@@H](O)c1cccc(C#N)c1, predict the reactants needed to synthesize it. The reactants are: CC(=O)c1cccc(C#N)c1.